This data is from Reaction yield outcomes from USPTO patents with 853,638 reactions. The task is: Predict the reaction yield, written as a fraction of the theoretical maximum amount of product (1.0 means a 100% yield; for example, 0.34 means a 34% yield). (1) The reactants are [N:1]1[CH:6]=[CH:5][CH:4]=[C:3]([CH:7]=O)[CH:2]=1.[O:9]([C:16]1[CH:24]=[CH:23][C:19]([CH2:20][CH2:21][NH2:22])=[CH:18][CH:17]=1)[C:10]1[CH:15]=[CH:14][CH:13]=[CH:12][CH:11]=1.[BH4-].[Na+]. The catalyst is CO. The product is [O:9]([C:16]1[CH:17]=[CH:18][C:19]([CH2:20][CH2:21][NH:22][CH2:7][C:3]2[CH:2]=[N:1][CH:6]=[CH:5][CH:4]=2)=[CH:23][CH:24]=1)[C:10]1[CH:15]=[CH:14][CH:13]=[CH:12][CH:11]=1. The yield is 0.940. (2) The reactants are [C:1]([O:5][C:6]([N:8]1[CH2:13][CH2:12][CH:11]([OH:14])[CH2:10][CH2:9]1)=[O:7])([CH3:4])([CH3:3])[CH3:2].[H-].[Na+].Br[CH2:18][CH:19]1[CH2:21][CH2:20]1. The catalyst is CN(C=O)C. The product is [C:1]([O:5][C:6]([N:8]1[CH2:13][CH2:12][CH:11]([O:14][CH2:18][CH:19]2[CH2:21][CH2:20]2)[CH2:10][CH2:9]1)=[O:7])([CH3:4])([CH3:2])[CH3:3]. The yield is 0.530.